This data is from Reaction yield outcomes from USPTO patents with 853,638 reactions. The task is: Predict the reaction yield, written as a fraction of the theoretical maximum amount of product (1.0 means a 100% yield; for example, 0.34 means a 34% yield). (1) The reactants are [OH:1][CH:2]1[CH2:7][CH2:6][CH:5]([C:8](=[O:10])[CH3:9])[CH2:4][CH2:3]1.[CH3:11][C:12]([CH2:16]O)([CH2:14][OH:15])[CH3:13]. The catalyst is CC1C=CC(S(O)(=O)=O)=CC=1.C1(C)C=CC=CC=1. The product is [CH3:9][C:8]1([CH:5]2[CH2:6][CH2:7][CH:2]([OH:1])[CH2:3][CH2:4]2)[O:15][CH2:14][C:12]([CH3:16])([CH3:13])[CH2:11][O:10]1. The yield is 0.620. (2) The reactants are CON(C)[C:4](=[O:13])[CH2:5][C:6]1[CH:7]=[C:8]([CH3:12])[CH:9]=[CH:10][CH:11]=1.[C:15]1([Mg]Br)[CH:20]=[CH:19][CH:18]=[CH:17][CH:16]=1. The catalyst is C1COCC1. The product is [C:15]1([C:4](=[O:13])[CH2:5][C:6]2[CH:7]=[C:8]([CH3:12])[CH:9]=[CH:10][CH:11]=2)[CH:20]=[CH:19][CH:18]=[CH:17][CH:16]=1. The yield is 0.846. (3) The reactants are [Cl:1][C:2]1[CH:10]=[CH:9][C:5]([C:6](Cl)=[O:7])=[CH:4][C:3]=1[N+:11]([O-:13])=[O:12].[NH2:14][C:15]1[S:16][C:17]([C:20]([CH3:23])([CH3:22])[CH3:21])=[CH:18][N:19]=1. The catalyst is N1C=CC=CC=1. The product is [C:20]([C:17]1[S:16][C:15]([NH:14][C:6](=[O:7])[C:5]2[CH:9]=[CH:10][C:2]([Cl:1])=[C:3]([N+:11]([O-:13])=[O:12])[CH:4]=2)=[N:19][CH:18]=1)([CH3:23])([CH3:22])[CH3:21]. The yield is 0.780. (4) The product is [F:26][C:27]1[CH:32]=[CH:31][C:30]([S:33][CH2:34][CH2:35][CH2:36][C:37]([NH:39][C:40]2[CH:41]=[CH:42][CH:43]=[C:44]3[C:49]=2[N:48]=[CH:47][CH:46]=[CH:45]3)=[O:38])=[CH:29][CH:28]=1.[F:1][C:2]1[CH:3]=[CH:4][C:5]([S:8][CH2:9][CH2:10][CH2:11][C:12]([N:39]([CH3:37])[C:40]2[CH:41]=[CH:42][CH:43]=[C:44]3[C:49]=2[N:48]=[CH:47][CH:46]=[CH:45]3)=[O:14])=[CH:6][CH:7]=1. The catalyst is CN(C)C=O.O. The yield is 0.130. The reactants are [F:1][C:2]1[CH:7]=[CH:6][C:5]([S:8][CH2:9][CH2:10][CH2:11][C:12]([OH:14])=O)=[CH:4][CH:3]=1.NC1C=CC=C2C=1N=CC=C2.[F:26][C:27]1[CH:32]=[CH:31][C:30]([S:33][CH2:34][CH2:35][CH2:36][C:37]([NH:39][C:40]2[CH:41]=[CH:42][CH:43]=[C:44]3[C:49]=2[N:48]=[CH:47][CH:46]=[CH:45]3)=[O:38])=[CH:29][CH:28]=1.[H-].[Na+].IC. (5) The reactants are N1(C(=S)NC2[S:9][C:10]3[CH:16]=[C:15]([NH:17][C:18](=[O:20])[CH3:19])[CH:14]=[CH:13][C:11]=3[N:12]=2)C=CN=C1.[CH2:22]([N:24]([CH2:27][CH3:28])[CH2:25][CH3:26])[CH3:23].[CH:29]([N:32]=C=NC(C)C)(C)C.[CH:38](Cl)(Cl)Cl.C[N:43]([CH3:46])[CH:44]=[O:45]. The catalyst is O. The product is [N:24]12[CH2:27][CH2:28][CH:38]([CH2:26][CH2:25]1)[C@@:23]1([O:45][C:44]([NH:43][C:46]3[S:9][C:10]4[CH:16]=[C:15]([NH:17][C:18](=[O:20])[CH3:19])[CH:14]=[CH:13][C:11]=4[N:12]=3)=[N:32][CH2:29]1)[CH2:22]2. The yield is 0.412. (6) The reactants are [F:1][C:2]1[C:22]([I:23])=[CH:21][C:5]2[C:6]3[N:10]=[C:9]([C:11]([O:13]CC)=O)[N:8]([CH3:16])[C:7]=3[CH:17]3[CH2:20][CH:19]([C:4]=2[CH:3]=1)[CH2:18]3.[NH3:24]. No catalyst specified. The product is [F:1][C:2]1[C:22]([I:23])=[CH:21][C:5]2[C:6]3[N:10]=[C:9]([C:11]([NH2:24])=[O:13])[N:8]([CH3:16])[C:7]=3[CH:17]3[CH2:20][CH:19]([C:4]=2[CH:3]=1)[CH2:18]3. The yield is 0.770. (7) The reactants are Br[C:2]1[O:3][C:4]2[C:24]([O:25]C(=O)C)=[C:23]([O:29][CH3:30])[CH:22]=[CH:21][C:5]=2[C:6]=1[C:7](=[O:20])[C:8]1[CH:13]=[C:12]([O:14][CH3:15])[C:11]([O:16][CH3:17])=[C:10]([O:18][CH3:19])[CH:9]=1.C[Si]([C:35]#[CH:36])(C)C. The catalyst is ClCCl.C(N(CC)CC)C.Cl[Pd](Cl)([P](C1C=CC=CC=1)(C1C=CC=CC=1)C1C=CC=CC=1)[P](C1C=CC=CC=1)(C1C=CC=CC=1)C1C=CC=CC=1.[Cu]I. The product is [C:35]([C:2]1[O:3][C:4]2[C:24]([OH:25])=[C:23]([O:29][CH3:30])[CH:22]=[CH:21][C:5]=2[C:6]=1[C:7](=[O:20])[C:8]1[CH:9]=[C:10]([O:18][CH3:19])[C:11]([O:16][CH3:17])=[C:12]([O:14][CH3:15])[CH:13]=1)#[CH:36]. The yield is 0.260. (8) The reactants are [H-].[Al+3].[Li+].[H-].[H-].[H-].[S:7]1[CH:11]=[CH:10][CH:9]=[C:8]1[CH2:12][O:13][C:14]1[CH:21]=[CH:20][C:17]([C:18]#[N:19])=[CH:16][CH:15]=1.CO.[Cl-].[NH4+]. The catalyst is O1CCCC1.O. The product is [S:7]1[CH:11]=[CH:10][CH:9]=[C:8]1[CH2:12][O:13][C:14]1[CH:21]=[CH:20][C:17]([CH2:18][NH2:19])=[CH:16][CH:15]=1. The yield is 0.820.